From a dataset of Peptide-MHC class II binding affinity with 134,281 pairs from IEDB. Regression. Given a peptide amino acid sequence and an MHC pseudo amino acid sequence, predict their binding affinity value. This is MHC class II binding data. The peptide sequence is TTEEQKLIEDINVGF. The MHC is DRB1_0405 with pseudo-sequence DRB1_0405. The binding affinity (normalized) is 0.0858.